From a dataset of Catalyst prediction with 721,799 reactions and 888 catalyst types from USPTO. Predict which catalyst facilitates the given reaction. (1) Reactant: [F:1][C:2]1[C:11](Br)=[CH:10][CH:9]=[C:8]2[C:3]=1[CH:4]=[CH:5][CH:6]=[N:7]2.[C:13]([O-:16])(=[O:15])[CH3:14].[Br-].[C:18]([Zn+2])([CH3:21])([CH3:20])[CH3:19].C1COCC1. Product: [C:18]([O:15][C:13](=[O:16])[CH2:14][C:11]1[C:2]([F:1])=[C:3]2[C:8](=[CH:9][CH:10]=1)[N:7]=[CH:6][CH:5]=[CH:4]2)([CH3:21])([CH3:20])[CH3:19]. The catalyst class is: 73. (2) Reactant: Cl[C:2]1[CH:7]=[C:6]([O:8][CH2:9][C:10]#[CH:11])[N:5]=[CH:4][N:3]=1.C(=O)([O-])[O-].[K+].[K+].[Cl:18][C:19]1[CH:24]=[C:23]([Cl:25])[CH:22]=[CH:21][C:20]=1[OH:26].[Cl-].[NH4+]. Product: [Cl:18][C:19]1[CH:24]=[C:23]([Cl:25])[CH:22]=[CH:21][C:20]=1[O:26][C:2]1[CH:7]=[C:6]([O:8][CH2:9][C:10]#[CH:11])[N:5]=[CH:4][N:3]=1. The catalyst class is: 9. (3) Reactant: C(N(CC)CC)C.[C:8]([C:12]1[CH:13]=[C:14]([C:30](=[O:33])[NH:31][CH3:32])[C:15]([O:28][CH3:29])=[C:16]([NH:18][C:19](=[O:27])OC2C=CC=CC=2)[CH:17]=1)([CH3:11])([CH3:10])[CH3:9].[NH2:34][C:35]1[C:44]2[C:39](=[CH:40][CH:41]=[CH:42][CH:43]=2)[C:38]([O:45][C:46]2[CH:51]=[CH:50][N:49]=[C:48]([NH:52][C:53]3[CH:58]=[CH:57][C:56]([P:59]([CH3:64])(=[O:63])[O:60][CH2:61][CH3:62])=[C:55]([O:65][CH3:66])[CH:54]=3)[CH:47]=2)=[CH:37][CH:36]=1. Product: [C:8]([C:12]1[CH:13]=[C:14]([C:30](=[O:33])[NH:31][CH3:32])[C:15]([O:28][CH3:29])=[C:16]([NH:18][C:19](=[O:27])[NH:34][C:35]2[C:44]3[C:39](=[CH:40][CH:41]=[CH:42][CH:43]=3)[C:38]([O:45][C:46]3[CH:51]=[CH:50][N:49]=[C:48]([NH:52][C:53]4[CH:58]=[CH:57][C:56]([P:59]([CH3:64])(=[O:63])[O:60][CH2:61][CH3:62])=[C:55]([O:65][CH3:66])[CH:54]=4)[CH:47]=3)=[CH:37][CH:36]=2)[CH:17]=1)([CH3:9])([CH3:10])[CH3:11]. The catalyst class is: 1. (4) Reactant: [Cl:1][C:2]1[CH:3]=[C:4]([CH:7]=[C:8]([O:10][C:11]2[C:16](=[O:17])[N:15]([CH2:18][C:19]3[N:20]=[N:21][C:22]([O:27][CH3:28])=[C:23]([CH2:25]O)[CH:24]=3)[CH:14]=[N:13][C:12]=2[C:29]([F:32])([F:31])[F:30])[CH:9]=1)[C:5]#[N:6].CCN(S(F)(F)[F:39])CC. Product: [Cl:1][C:2]1[CH:3]=[C:4]([CH:7]=[C:8]([O:10][C:11]2[C:16](=[O:17])[N:15]([CH2:18][C:19]3[N:20]=[N:21][C:22]([O:27][CH3:28])=[C:23]([CH2:25][F:39])[CH:24]=3)[CH:14]=[N:13][C:12]=2[C:29]([F:30])([F:31])[F:32])[CH:9]=1)[C:5]#[N:6]. The catalyst class is: 4. (5) Product: [Cl:15][C:12]1[CH:13]=[CH:14][C:9]([CH2:8][N:5]2[CH:6]=[N:7][C:2]([N:35]3[CH2:34][CH2:33][C:32]([B:27]4[O:28][C:29]([CH3:31])([CH3:30])[C:25]([CH3:38])([CH3:24])[O:26]4)=[CH:37][CH2:36]3)=[N:3][C:4]2=[O:16])=[CH:10][CH:11]=1. The catalyst class is: 146. Reactant: Cl[C:2]1[N:7]=[CH:6][N:5]([CH2:8][C:9]2[CH:14]=[CH:13][C:12]([Cl:15])=[CH:11][CH:10]=2)[C:4](=[O:16])[N:3]=1.C(N(CC)CC)C.[CH3:24][C:25]1([CH3:38])[C:29]([CH3:31])([CH3:30])[O:28][B:27]([C:32]2[CH2:33][CH2:34][NH:35][CH2:36][CH:37]=2)[O:26]1. (6) Reactant: [CH3:1][O:2][C:3]1[CH:8]=[CH:7][C:6]([C:9]([C:61]2[CH:66]=[CH:65][C:64]([O:67][CH3:68])=[CH:63][CH:62]=2)([C:55]2[CH:60]=[CH:59][CH:58]=[CH:57][CH:56]=2)[O:10][CH2:11][C@@H:12]2[C@@H:16]([OH:17])[C@:15]([F:19])([CH3:18])[C@H:14]([N:20]3[CH:28]=[N:27][C:26]4[C:21]3=[N:22][C:23]([NH:31][C:32]([C:47]3[CH:52]=[CH:51][C:50]([O:53][CH3:54])=[CH:49][CH:48]=3)([C:39]3[CH:44]=[CH:43][C:42]([O:45][CH3:46])=[CH:41][CH:40]=3)[C:33]3[CH:38]=[CH:37][CH:36]=[CH:35][CH:34]=3)=[N:24][C:25]=4[O:29][CH3:30])[O:13]2)=[CH:5][CH:4]=1.[CH:69]1[CH:74]=[CH:73][C:72]([CH2:75][O:76][C:77](Cl)=[O:78])=[CH:71][CH:70]=1.C([O-])(O)=O.[Na+]. Product: [C:77](=[O:78])([O:17][C@H:16]1[C@:15]([F:19])([CH3:18])[C@H:14]([N:20]2[CH:28]=[N:27][C:26]3[C:21]2=[N:22][C:23]([NH:31][C:32]([C:39]2[CH:44]=[CH:43][C:42]([O:45][CH3:46])=[CH:41][CH:40]=2)([C:47]2[CH:52]=[CH:51][C:50]([O:53][CH3:54])=[CH:49][CH:48]=2)[C:33]2[CH:38]=[CH:37][CH:36]=[CH:35][CH:34]=2)=[N:24][C:25]=3[O:29][CH3:30])[O:13][C@@H:12]1[CH2:11][O:10][C:9]([C:61]1[CH:66]=[CH:65][C:64]([O:67][CH3:68])=[CH:63][CH:62]=1)([C:6]1[CH:7]=[CH:8][C:3]([O:2][CH3:1])=[CH:4][CH:5]=1)[C:55]1[CH:56]=[CH:57][CH:58]=[CH:59][CH:60]=1)[O:76][CH2:75][C:72]1[CH:73]=[CH:74][CH:69]=[CH:70][CH:71]=1. The catalyst class is: 64. (7) Reactant: [CH3:1][O:2][C:3]([C:5]1[CH:13]=[CH:12][C:8]([C:9]([OH:11])=O)=[CH:7][CH:6]=1)=[O:4].O.ON1C2C=CC=CC=2N=N1.C(N(CC)C(C)C)(C)C.Cl.CN(C)CCCN=C=NCC.[CH2:46]([NH2:53])[C:47]1[CH:52]=[CH:51][CH:50]=[CH:49][CH:48]=1. Product: [CH2:46]([NH:53][C:9]([C:8]1[CH:7]=[CH:6][C:5]([C:3]([O:2][CH3:1])=[O:4])=[CH:13][CH:12]=1)=[O:11])[C:47]1[CH:52]=[CH:51][CH:50]=[CH:49][CH:48]=1. The catalyst class is: 3.